Predict the reaction yield, written as a fraction of the theoretical maximum amount of product (1.0 means a 100% yield; for example, 0.34 means a 34% yield). From a dataset of Reaction yield outcomes from USPTO patents with 853,638 reactions. (1) The reactants are [Br:1][C:2]1[CH:3]=[C:4]([S:8]([NH2:11])(=[O:10])=[O:9])[CH:5]=[CH:6][CH:7]=1.[C:12](OC(=O)C)(=[O:14])[CH3:13]. The catalyst is N1C=CC=CC=1.CN(C1C=CN=CC=1)C.C(OCC)(=O)C. The product is [Br:1][C:2]1[CH:3]=[C:4]([S:8]([NH:11][C:12](=[O:14])[CH3:13])(=[O:9])=[O:10])[CH:5]=[CH:6][CH:7]=1. The yield is 0.510. (2) The reactants are [C:1]([C:5]1[O:9][N:8]=[C:7]([NH:10][C:11]([NH:13][C:14]2[CH:19]=[CH:18][CH:17]=[C:16]([S:20][C:21]3[C:30]4[C:25](=[CH:26][C:27]5[O:34][CH2:33][CH2:32][O:31][C:28]=5[CH:29]=4)[N:24]=[CH:23][N:22]=3)[CH:15]=2)=[O:12])[CH:6]=1)([CH3:4])([CH3:3])[CH3:2].[ClH:35].CCOCC. The catalyst is C(Cl)Cl.CO. The product is [ClH:35].[C:1]([C:5]1[O:9][N:8]=[C:7]([NH:10][C:11]([NH:13][C:14]2[CH:19]=[CH:18][CH:17]=[C:16]([S:20][C:21]3[C:30]4[C:25](=[CH:26][C:27]5[O:34][CH2:33][CH2:32][O:31][C:28]=5[CH:29]=4)[N:24]=[CH:23][N:22]=3)[CH:15]=2)=[O:12])[CH:6]=1)([CH3:4])([CH3:2])[CH3:3]. The yield is 0.610.